Dataset: Catalyst prediction with 721,799 reactions and 888 catalyst types from USPTO. Task: Predict which catalyst facilitates the given reaction. (1) Reactant: [Br:1]Br.[CH:3]1([C:6]2[N:7]([CH2:17][O:18][CH2:19][CH2:20][Si:21]([CH3:24])([CH3:23])[CH3:22])[CH:8]=[C:9]([C:11]3[CH:16]=[CH:15][N:14]=[CH:13][N:12]=3)[N:10]=2)[CH2:5][CH2:4]1.C([O-])([O-])=O.[Na+].[Na+]. Product: [Br:1][C:8]1[N:7]([CH2:17][O:18][CH2:19][CH2:20][Si:21]([CH3:24])([CH3:23])[CH3:22])[C:6]([CH:3]2[CH2:4][CH2:5]2)=[N:10][C:9]=1[C:11]1[CH:16]=[CH:15][N:14]=[CH:13][N:12]=1. The catalyst class is: 2. (2) Reactant: [N:1]([O-])=O.[Na+].O.[NH2:6][C:7]1[S:8][CH:9]=[CH:10][C:11]=1[S:12]([CH2:15][C:16]([NH:18][CH2:19][C:20]1[CH:25]=[CH:24][C:23]([Cl:26])=[CH:22][CH:21]=1)=[O:17])(=[O:14])=[O:13]. Product: [Cl:26][C:23]1[CH:22]=[CH:21][C:20]([CH2:19][NH:18][C:16]([C:15]2[S:12](=[O:14])(=[O:13])[C:11]3[CH:10]=[CH:9][S:8][C:7]=3[NH:6][N:1]=2)=[O:17])=[CH:25][CH:24]=1. The catalyst class is: 15.